Predict the reaction yield, written as a fraction of the theoretical maximum amount of product (1.0 means a 100% yield; for example, 0.34 means a 34% yield). From a dataset of Reaction yield outcomes from USPTO patents with 853,638 reactions. The reactants are [CH3:1][O:2][C:3]([C:5]1[C:6]([C:25]2[CH:30]=[CH:29][C:28]([F:31])=[CH:27][CH:26]=2)([CH3:24])[N:7]=[C:8]([C:19]2[S:20][CH:21]=[CH:22][N:23]=2)[N:9]([C:12]([O:14][C:15]([CH3:18])([CH3:17])[CH3:16])=[O:13])[C:10]=1[CH3:11])=[O:4].C1C(=O)N([Br:39])C(=O)C1. The catalyst is C(Cl)(Cl)(Cl)Cl.CC(N=NC(C#N)(C)C)(C#N)C. The product is [CH3:1][O:2][C:3]([C:5]1[C:6]([C:25]2[CH:26]=[CH:27][C:28]([F:31])=[CH:29][CH:30]=2)([CH3:24])[N:7]=[C:8]([C:19]2[S:20][CH:21]=[CH:22][N:23]=2)[N:9]([C:12]([O:14][C:15]([CH3:16])([CH3:17])[CH3:18])=[O:13])[C:10]=1[CH2:11][Br:39])=[O:4]. The yield is 0.973.